Dataset: Drug-target binding data from BindingDB using IC50 measurements. Task: Regression. Given a target protein amino acid sequence and a drug SMILES string, predict the binding affinity score between them. We predict pIC50 (pIC50 = -log10(IC50 in M); higher means more potent). Dataset: bindingdb_ic50. (1) The drug is CO/N=C(/C(=O)NC1CS(=O)(=O)N(CC(=O)O)C1=O)c1csc(N)n1.O=C(O)C(F)(F)F. The target protein sequence is MLKRLKEKSNDEIVQNTINKRINFIFGVIVFIFAVLVLRLGYLQIAQGSHYKQIIKNDENITVNESVPRGRILDRNGKVLVDNASKMAITYTRGRKTTQSEMLDTAEKLSKLIKMDTKKITERDKKDFWIQLHPKKAKAMMTKEQAMLADGSIKQDQYDKQLLSKIGKSQLDELSSKDLQVLAIFREMNAGTVLDPQMIKNEDVSEKEYAAVSQQLSKLPGVNTSMDWDRKYPYGDTLRGIFGDVSTPAEGIPKELTEHYLSKGYSRNDRVGKSYLEYQYEDVLRGKKKEMKYTTDKSGKVTSSEVLNPGARGQDLKLTIDIDLQKEVEALLDKQIKKLRSQGAKDMDNAMMVVQNPKNGDILALAGKQINKSGKMTDYDIGTFTSQFAVGSSVKGGTLLAGYQNKAIKVGETMVDEPLHFQGGLTKRSYFNKNGHVTINDKQALMRSSNVYMFKTALKLAGDPYYSGMALPSDISSPAQKLRRGLNQVGLGVKTGIDLP.... The pIC50 is 3.3. (2) The small molecule is c1ccc(-c2nc(C3CCCCC3)no2)cc1. The target protein (Q9GZR1) has sequence MAAGKSGGSAGEITFLEALARSESKRDGGFKNNWSFDHEEESEGDTDKDGTNLLSVDEDEDSETSKGKKLNRRSEIVANSSGEFILKTYVRRNKSESFKTLKGNPIGLNMLSNNKKLSENTQNTSLCSGTVVHGRRFHHAHAQIPVVKTAAQSSLDRKERKEYPPHVQKVEINPVRLSRLQGVERIMKKTEESESQVEPEIKRKVQQKRHCSTYQPTPPLSPASKKCLTHLEDLQRNCRQAITLNESTGPLLRTSIHQNSGGQKSQNTGLTTKKFYGNNVEKVPIDIIVNCDDSKHTYLQTNGKVILPGAKIPKITNLKERKTSLSDLNDPIILSSDDDDDNDRTNRRESISPQPADSACSSPAPSTGKVEAALNENTCRAERELRSIPEDSELNTVTLPRKARMKDQFGNSIINTPLKRRKVFSQEPPDALALSCQSSFDSVILNCRSIRVGTLFRLLIEPVIFCLDFIKIQLDEPDHDPVEIILNTSDLTKCEWCNVR.... The pIC50 is 4.2. (3) The drug is O=C(O)c1cc2c(C#Cc3cccc(C(F)(F)F)c3)c(-c3ccccc3)oc2cc1O. The target protein (P23470) has sequence MRRLLEPCWWILFLKITSSVLHYVVCFPALTEGYVGALHENRHGSAVQIRRRKASGDPYWAYSGAYGPEHWVTSSVSCGGRHQSPIDILDQYARVGEEYQELQLDGFDNESSNKTWMKNTGKTVAILLKDDYFVSGAGLPGRFKAEKVEFHWGHSNGSAGSEHSINGRRFPVEMQIFFYNPDDFDSFQTAISENRIIGAMAIFFQVSPRDNSALDPIIHGLKGVVHHEKETFLDPFVLRDLLPASLGSYYRYTGSLTTPPCSEIVEWIVFRRPVPISYHQLEAFYSIFTTEQQDHVKSVEYLRNNFRPQQRLHDRVVSKSAVRDSWNHDMTDFLENPLGTEASKVCSSPPIHMKVQPLNQTALQVSWSQPETIYHPPIMNYMISYSWTKNEDEKEKTFTKDSDKDLKATISHVSPDSLYLFRVQAVCRNDMRSDFSQTMLFQANTTRIFQGTRIVKTGVPTASPASSADMAPISSGSSTWTSSGIPFSFVSMATGMGPSS.... The pIC50 is 5.6. (4) The drug is CC1(C)CC=C(c2nc([C@@H]3CC(C)(C)O[C@](C)(CO)C3)ccc2NC(=O)c2nc(C#N)c[nH]2)CC1. The target protein (Q00495) has sequence MELGPPLVLLLATVWHGQGAPVIEPSGPELVVEPGETVTLRCVSNGSVEWDGPISPYWTLDPESPGSTLTTRNATFKNTGTYRCTELEDPMAGSTTIHLYVKDPAHSWNLLAQEVTVVEGQEAVLPCLITDPALKDSVSLMREGGRQVLRKTVYFFSAWRGFIIRKAKVLDSNTYVCKTMVNGRESTSTGIWLKVNRVHPEPPQIKLEPSKLVRIRGEAAQIVCSATNAEVGFNVILKRGDTKLEIPLNSDFQDNYYKKVRALSLNAVDFQDAGIYSCVASNDVGTRTATMNFQVVESAYLNLTSEQSLLQEVSVGDSLILTVHADAYPSIQHYNWTYLGPFFEDQRKLEFITQRAIYRYTFKLFLNRVKASEAGQYFLMAQNKAGWNNLTFELTLRYPPEVSVTWMPVNGSDVLFCDVSGYPQPSVTWMECRGHTDRCDEAQALQVWNDTHPEVLSQKPFDKVIIQSQLPIGTLKHNMTYFCKTHNSVGNSSQYFRAVS.... The pIC50 is 8.1. (5) The compound is CC[C@]1(C)NC(=O)c2cc(S(=O)(=O)Nc3ccc(OC(F)F)cc3)ccc2NC1=O. The target protein (Q921V5) has sequence MRFRIYKRKVLILTLVVAACGFVLWSSNGRQRKSDALGPPLLDAEPVRGAGHLAVSVGIRRVSNESAAPLVPAVPRPEVDNLTLRYRSLVYQLNFDQMLRNVGNDGTWSPGELVLVVQVHNRPEYLRLLIDSLRKAQGIQEVLVIFSHDFWSAEINSLISRVDFCPVLQVFFPFSIQLYPNEFPGSDPRDCPRDLKKNAALKLGCINAEYPDSFGHYREAKFSQTKHHWWWKLHFVWERVKVLQDYTGLILFLEEDHYLAPDFYHVFKKMWKLKQQECPGCDVLSLGTYTTIRSFYGIADKVDVKTWKSTEHNMGLALTRDAYQKLIECTDTFCTYDDYNWDWTLQYLTLACLPKIWKVLVPQAPRIFHAGDCGMHHKKTCRPSTQSAQIESLLNSNKQYLFPETLVIGEKFPMAAISPPRKNGGWGDIRDHELCKSYRRLQ. The pIC50 is 8.2. (6) The small molecule is NCC#Cc1ccc2c(-c3ccc(C(=O)O)cc3F)nn(C(=O)c3c(Cl)cccc3C(F)(F)F)c2c1. The target protein (P51450) has sequence MDRAPQRHHRTSRELLAAKKTHTSQIEVIPCKICGDKSSGIHYGVITCEGCKGFFRRSQQCNVAYSCTRQQNCPIDRTSRNRCQHCRLQKCLALGMSRDAVKFGRMSKKQRDSLHAEVQKQLQQQQQQEQVAKTPPAGSRGADTLTYTLGLSDGQLPLGASPDLPEASACPPGLLRASGSGPPYSNTLAKTEVQGASCHLEYSPERGKAEGRDSIYSTDGQLTLGRCGLRFEETRHPELGEPEQGPDSHCIPSFCSAPEVPYASLTDIEYLVQNVCKSFRETCQLRLEDLLRQRTNLFSREEVTSYQRKSMWEMWERCAHHLTEAIQYVVEFAKRLSGFMELCQNDQIILLTAGAMEVVLVRMCRAYNANNHTVFFEGKYGGVELFRALGCSELISSIFDFSHFLSALCFSEDEIALYTALVLINANRPGLQEKRRVEHLQYNLELAFHHHLCKTHRQGLLAKLPPKGKLRSLCSQHVEKLQIFQHLHPIVVQAAFPPLY.... The pIC50 is 7.7.